From a dataset of Reaction yield outcomes from USPTO patents with 853,638 reactions. Predict the reaction yield, written as a fraction of the theoretical maximum amount of product (1.0 means a 100% yield; for example, 0.34 means a 34% yield). (1) The reactants are FC(F)(F)C(O)=O.[Cl:8][C:9]1[CH:10]=[C:11]([CH:15]2[C:19]([C:22]3[CH:27]=[CH:26][C:25]([Cl:28])=[CH:24][CH:23]=3)([C:20]#[N:21])[CH:18]([CH:29]([CH2:32][CH3:33])[CH2:30][CH3:31])[NH:17][CH:16]2[C:34](O)=[O:35])[CH:12]=[CH:13][CH:14]=1.CC1(C)[O:42][C@@H:41]([CH2:43][CH2:44][NH2:45])[CH2:40][O:39]1.CN(C(ON1N=NC2C=CC=NC1=2)=[N+](C)C)C.F[P-](F)(F)(F)(F)F.CCN(C(C)C)C(C)C.Cl. The catalyst is C(Cl)Cl.O1CCCC1. The product is [OH:42][C@H:41]([CH2:40][OH:39])[CH2:43][CH2:44][NH:45][C:34]([CH:16]1[CH:15]([C:11]2[CH:12]=[CH:13][CH:14]=[C:9]([Cl:8])[CH:10]=2)[C:19]([C:22]2[CH:23]=[CH:24][C:25]([Cl:28])=[CH:26][CH:27]=2)([C:20]#[N:21])[CH:18]([CH:29]([CH2:32][CH3:33])[CH2:30][CH3:31])[NH:17]1)=[O:35]. The yield is 0.960. (2) The reactants are C1(C)C=C(C)C=C(C)C=1S(O[NH2:13])(=O)=O.[C:15]([SiH2:19][O:20][C:21]([C:37]1[CH:42]=[CH:41][CH:40]=[CH:39][CH:38]=1)([C:31]1[CH:36]=[CH:35][CH:34]=[CH:33][CH:32]=1)[C:22]1[CH:27]=[CH:26][N:25]=[C:24]([C:28]#[C:29][CH3:30])[CH:23]=1)([CH3:18])([CH3:17])[CH3:16].C(=O)([O-])[O-].[K+].[K+]. The catalyst is C(Cl)(Cl)Cl.O. The product is [C:15]([SiH2:19][O:20][C:21]([C:31]1[CH:36]=[CH:35][CH:34]=[CH:33][CH:32]=1)([C:37]1[CH:38]=[CH:39][CH:40]=[CH:41][CH:42]=1)[C:22]1[CH:27]=[CH:26][N:25]2[N:13]=[C:29]([CH3:30])[CH:28]=[C:24]2[CH:23]=1)([CH3:16])([CH3:17])[CH3:18]. The yield is 0.420. (3) The reactants are Cl.[Br:2][C:3]1[CH:4]=[C:5]([CH2:8][O:9][CH:10]2[CH2:13][NH:12][CH2:11]2)[S:6][CH:7]=1.CCN=C=NCCCN(C)C.C1C=CC2N(O)N=NC=2C=1.C(N(C(C)C)CC)(C)C.Cl.[O:45]=[C:46]1[NH:55][C:54]2[N:53]=[CH:52][C:51](/[CH:56]=[CH:57]/[C:58](O)=[O:59])=[CH:50][C:49]=2[CH2:48][CH2:47]1. The catalyst is CN(C)C=O.O.C(OCC)(=O)C. The product is [Br:2][C:3]1[CH:4]=[C:5]([CH2:8][O:9][CH:10]2[CH2:11][N:12]([C:58](=[O:59])/[CH:57]=[CH:56]/[C:51]3[CH:50]=[C:49]4[C:54](=[N:53][CH:52]=3)[NH:55][C:46](=[O:45])[CH2:47][CH2:48]4)[CH2:13]2)[S:6][CH:7]=1. The yield is 0.620.